From a dataset of NCI-60 drug combinations with 297,098 pairs across 59 cell lines. Regression. Given two drug SMILES strings and cell line genomic features, predict the synergy score measuring deviation from expected non-interaction effect. (1) Drug 1: C1=CC(=CC=C1C#N)C(C2=CC=C(C=C2)C#N)N3C=NC=N3. Drug 2: CC1=C(N=C(N=C1N)C(CC(=O)N)NCC(C(=O)N)N)C(=O)NC(C(C2=CN=CN2)OC3C(C(C(C(O3)CO)O)O)OC4C(C(C(C(O4)CO)O)OC(=O)N)O)C(=O)NC(C)C(C(C)C(=O)NC(C(C)O)C(=O)NCCC5=NC(=CS5)C6=NC(=CS6)C(=O)NCCC[S+](C)C)O. Cell line: LOX IMVI. Synergy scores: CSS=30.1, Synergy_ZIP=1.41, Synergy_Bliss=1.22, Synergy_Loewe=-12.4, Synergy_HSA=-2.40. (2) Drug 1: CC1C(C(CC(O1)OC2CC(CC3=C2C(=C4C(=C3O)C(=O)C5=C(C4=O)C(=CC=C5)OC)O)(C(=O)C)O)N)O.Cl. Drug 2: CN(C)C1=NC(=NC(=N1)N(C)C)N(C)C. Cell line: NCI-H322M. Synergy scores: CSS=10.8, Synergy_ZIP=3.19, Synergy_Bliss=2.31, Synergy_Loewe=-5.68, Synergy_HSA=0.126. (3) Drug 1: CC(C)(C#N)C1=CC(=CC(=C1)CN2C=NC=N2)C(C)(C)C#N. Drug 2: N.N.Cl[Pt+2]Cl. Cell line: SNB-75. Synergy scores: CSS=14.6, Synergy_ZIP=-5.72, Synergy_Bliss=2.98, Synergy_Loewe=-2.07, Synergy_HSA=-1.32. (4) Drug 1: CCC(=C(C1=CC=CC=C1)C2=CC=C(C=C2)OCCN(C)C)C3=CC=CC=C3.C(C(=O)O)C(CC(=O)O)(C(=O)O)O. Drug 2: CCN(CC)CCCC(C)NC1=C2C=C(C=CC2=NC3=C1C=CC(=C3)Cl)OC. Cell line: SF-295. Synergy scores: CSS=-0.214, Synergy_ZIP=-1.61, Synergy_Bliss=-5.28, Synergy_Loewe=-0.351, Synergy_HSA=-6.08. (5) Drug 1: CNC(=O)C1=CC=CC=C1SC2=CC3=C(C=C2)C(=NN3)C=CC4=CC=CC=N4. Drug 2: C1C(C(OC1N2C=C(C(=O)NC2=O)F)CO)O. Cell line: MALME-3M. Synergy scores: CSS=13.7, Synergy_ZIP=-2.84, Synergy_Bliss=2.93, Synergy_Loewe=-0.393, Synergy_HSA=2.60. (6) Drug 1: CCCS(=O)(=O)NC1=C(C(=C(C=C1)F)C(=O)C2=CNC3=C2C=C(C=N3)C4=CC=C(C=C4)Cl)F. Drug 2: C1=NC2=C(N=C(N=C2N1C3C(C(C(O3)CO)O)O)F)N. Cell line: MCF7. Synergy scores: CSS=-3.34, Synergy_ZIP=7.11, Synergy_Bliss=-0.287, Synergy_Loewe=-2.47, Synergy_HSA=-2.36. (7) Drug 1: CC1=C(C(=O)C2=C(C1=O)N3CC4C(C3(C2COC(=O)N)OC)N4)N. Drug 2: C(CCl)NC(=O)N(CCCl)N=O. Cell line: SK-OV-3. Synergy scores: CSS=4.41, Synergy_ZIP=-2.14, Synergy_Bliss=-3.72, Synergy_Loewe=-2.80, Synergy_HSA=-1.70.